This data is from Reaction yield outcomes from USPTO patents with 853,638 reactions. The task is: Predict the reaction yield, written as a fraction of the theoretical maximum amount of product (1.0 means a 100% yield; for example, 0.34 means a 34% yield). (1) The reactants are [C:1]([C:5]1[CH:10]=[CH:9][C:8]([N:11]2[CH:15]([C:16]3[CH:21]=[CH:20][C:19]([N+:22]([O-:24])=[O:23])=[CH:18][CH:17]=3)[CH2:14][CH2:13][CH:12]2[C:25]2[CH:30]=[CH:29][C:28](Cl)=[C:27]([N+:32]([O-:34])=[O:33])[CH:26]=2)=[CH:7][CH:6]=1)([CH3:4])([CH3:3])[CH3:2].[CH3:35][O:36][C:37]1[CH:44]=[CH:43][C:40]([CH2:41][NH2:42])=[CH:39][CH:38]=1. The catalyst is C(Cl)Cl. The product is [C:1]([C:5]1[CH:10]=[CH:9][C:8]([N:11]2[CH:15]([C:16]3[CH:21]=[CH:20][C:19]([N+:22]([O-:24])=[O:23])=[CH:18][CH:17]=3)[CH2:14][CH2:13][CH:12]2[C:25]2[CH:30]=[CH:29][C:28]([NH:42][CH2:41][C:40]3[CH:43]=[CH:44][C:37]([O:36][CH3:35])=[CH:38][CH:39]=3)=[C:27]([N+:32]([O-:34])=[O:33])[CH:26]=2)=[CH:7][CH:6]=1)([CH3:4])([CH3:3])[CH3:2]. The yield is 0.310. (2) The reactants are Br[CH2:2][CH2:3][CH2:4][CH:5]=[CH2:6].C([O-])([O-])=O.[K+].[K+].[C:13]1(=[O:23])[NH:17][C:16](=[O:18])[C:15]2=[CH:19][CH:20]=[CH:21][CH:22]=[C:14]12.[K].O. The catalyst is CN(C=O)C. The product is [CH2:2]([N:17]1[C:13](=[O:23])[C:14]2[C:15](=[CH:19][CH:20]=[CH:21][CH:22]=2)[C:16]1=[O:18])[CH2:3][CH2:4][CH:5]=[CH2:6]. The yield is 0.725.